From a dataset of Full USPTO retrosynthesis dataset with 1.9M reactions from patents (1976-2016). Predict the reactants needed to synthesize the given product. (1) Given the product [Br:16][CH:2]([CH3:3])[C:1]([C:5]1[CH:10]=[CH:9][C:8]([NH:11][C:12](=[O:15])[O:13][CH3:14])=[CH:7][CH:6]=1)=[O:4], predict the reactants needed to synthesize it. The reactants are: [C:1]([C:5]1[CH:10]=[CH:9][C:8]([NH:11][C:12](=[O:15])[O:13][CH3:14])=[CH:7][CH:6]=1)(=[O:4])[CH2:2][CH3:3].[Br-:16].[Br-].[Br-].[NH+]1C=CC=CC=1.[NH+]1C=CC=CC=1.[NH+]1C=CC=CC=1.Br. (2) Given the product [C:31]([O:32][C:79]([NH:78][C:76]1[N:77]=[C:66]2[CH:65]=[C:64]([C:2]3[CH:3]=[N:4][C:5]([N:8]4[CH2:13][CH2:12][C:11]([CH2:17][CH3:18])([C:14]([O:16][CH2:37][CH3:38])=[O:15])[CH2:10][CH2:9]4)=[N:6][CH:7]=3)[CH:69]=[C:68]([N:70]3[CH:74]=[CH:73][CH:72]=[N:71]3)[N:67]2[CH:75]=1)=[O:81])([CH3:30])([CH3:33])[CH3:34], predict the reactants needed to synthesize it. The reactants are: Br[C:2]1[CH:3]=[N:4][C:5]([N:8]2[CH2:13][CH2:12][C:11]([CH2:17][CH3:18])([C:14]([O-:16])=[O:15])[CH2:10][CH2:9]2)=[N:6][CH:7]=1.B1(B2[O:32][C:31]([CH3:34])([CH3:33])[C:30](C)(C)O2)OC(C)(C)C(C)(C)O1.[C:37]([O-])(=O)[CH3:38].[K+].C1(P(C2CCCCC2)C2CCCCC2)CCCCC1.N#N.Br[C:64]1[CH:69]=[C:68]([N:70]2[CH:74]=[CH:73][CH:72]=[N:71]2)[N:67]2[CH:75]=[C:76]([NH:78][C:79](=[O:81])[O-])[N:77]=[C:66]2[CH:65]=1.[O-]P([O-])([O-])=O.[K+].[K+].[K+]. (3) Given the product [F:25][C:26]1[CH:47]=[CH:46][C:29]([CH2:30][N:31]2[CH2:35][CH2:34][N:33]([C:36]3[S:40][C:39]([C:41]([NH:7][CH2:11][C:10]4[O:14][CH:13]=[CH:12][N:9]=4)=[O:42])=[C:38]([CH3:44])[CH:37]=3)[C:32]2=[O:45])=[CH:28][CH:27]=1, predict the reactants needed to synthesize it. The reactants are: CC1C=C([N:7]2[CH2:11][CH2:10][N:9]([CH2:12][CH2:13][O:14]C3C=CC=CC=3)C2=O)SC=1C(O)=O.[F:25][C:26]1[CH:47]=[CH:46][C:29]([CH2:30][N:31]2[CH2:35][CH2:34][N:33]([C:36]3[S:40][C:39]([C:41](O)=[O:42])=[C:38]([CH3:44])[CH:37]=3)[C:32]2=[O:45])=[CH:28][CH:27]=1.O1C=CN=C1CN. (4) The reactants are: C[O:2][C:3]1[CH:8]=[CH:7][C:6]([CH2:9][CH:10]([CH3:17])[CH2:11][C:12]([O:14][CH2:15][CH3:16])=[O:13])=[CH:5][CH:4]=1.COC1C=CC(CC(C2OC=CN=2)CC(OC)=O)=CC=1. Given the product [OH:2][C:3]1[CH:4]=[CH:5][C:6]([CH2:9][CH:10]([CH3:17])[CH2:11][C:12]([O:14][CH2:15][CH3:16])=[O:13])=[CH:7][CH:8]=1, predict the reactants needed to synthesize it.